Dataset: Catalyst prediction with 721,799 reactions and 888 catalyst types from USPTO. Task: Predict which catalyst facilitates the given reaction. Reactant: [CH3:1][O:2][C:3]1[CH:4]=[C:5]2[C:10](=[CH:11][C:12]=1[O:13][CH3:14])[N:9]=[CH:8][CH:7]=[C:6]2[O:15][C:16]1[CH:22]=[CH:21][C:19]([NH2:20])=[C:18]([CH3:23])[C:17]=1[CH3:24].Cl[C:26](Cl)([O:28]C(=O)OC(Cl)(Cl)Cl)Cl.[N:37]1([CH2:43][CH2:44][CH:45]([OH:49])[CH2:46][CH2:47][CH3:48])[CH2:42][CH2:41][CH2:40][CH2:39][CH2:38]1.C(=O)(O)[O-].[Na+]. Product: [CH3:1][O:2][C:3]1[CH:4]=[C:5]2[C:10](=[CH:11][C:12]=1[O:13][CH3:14])[N:9]=[CH:8][CH:7]=[C:6]2[O:15][C:16]1[CH:22]=[CH:21][C:19]([NH:20][C:26](=[O:28])[O:49][CH:45]([CH2:44][CH2:43][N:37]2[CH2:42][CH2:41][CH2:40][CH2:39][CH2:38]2)[CH2:46][CH2:47][CH3:48])=[C:18]([CH3:23])[C:17]=1[CH3:24]. The catalyst class is: 208.